From a dataset of Full USPTO retrosynthesis dataset with 1.9M reactions from patents (1976-2016). Predict the reactants needed to synthesize the given product. (1) Given the product [CH3:9][O:8][CH2:6][C:5]1[CH:4]=[C:3]([C:12]2[O:13][N:18]=[C:17]([C:19]3[CH:24]=[CH:23][C:22]([N:25]4[CH2:29][CH2:28][CH2:27][CH2:26]4)=[N:21][CH:20]=3)[N:16]=2)[CH:2]=[CH:11][C:10]=1[C:2]1[CH:11]=[CH:10][CH:5]=[CH:4][C:3]=1[CH3:12], predict the reactants needed to synthesize it. The reactants are: Br[C:2]1[CH:11]=[CH:10][C:5]([C:6]([O:8][CH3:9])=O)=[CH:4][C:3]=1[CH2:12][O:13]C.O[N:16]=[C:17]([C:19]1[CH:20]=[N:21][C:22]([N:25]2[CH2:29][CH2:28][CH2:27][CH2:26]2)=[CH:23][CH:24]=1)[NH2:18]. (2) The reactants are: [NH:1]1[CH2:5][CH2:4][C:3]([C:6]2[CH:11]=[CH:10][C:9]([OH:12])=[C:8]([CH3:13])[CH:7]=2)=[N:2]1.[CH3:14][O:15][C:16]1[CH:17]=[C:18]([CH2:24][C:25](Cl)=[O:26])[CH:19]=[CH:20][C:21]=1[O:22][CH3:23]. Given the product [CH3:14][O:15][C:16]1[CH:17]=[C:18]([CH2:24][C:25]([N:1]2[CH2:5][CH2:4][C:3]([C:6]3[CH:11]=[CH:10][C:9]([OH:12])=[C:8]([CH3:13])[CH:7]=3)=[N:2]2)=[O:26])[CH:19]=[CH:20][C:21]=1[O:22][CH3:23], predict the reactants needed to synthesize it.